Dataset: Full USPTO retrosynthesis dataset with 1.9M reactions from patents (1976-2016). Task: Predict the reactants needed to synthesize the given product. (1) Given the product [CH2:11]([O:10][C@@H:9]1[C@:8]([CH2:21][O:22][CH2:23][C:24]2[CH:29]=[CH:28][CH:27]=[CH:26][CH:25]=2)([CH:18]([F:19])[F:20])[O:7][C@@H:6]([N:30]2[CH:35]=[CH:34][C:33](=[O:36])[NH:32][C:31]2=[O:37])[C@@H:5]1[OH:4])[C:12]1[CH:17]=[CH:16][CH:15]=[CH:14][CH:13]=1, predict the reactants needed to synthesize it. The reactants are: C([O:4][C@@H:5]1[C@H:9]([O:10][CH2:11][C:12]2[CH:17]=[CH:16][CH:15]=[CH:14][CH:13]=2)[C@:8]([CH2:21][O:22][CH2:23][C:24]2[CH:29]=[CH:28][CH:27]=[CH:26][CH:25]=2)([CH:18]([F:20])[F:19])[O:7][C@H:6]1[N:30]1[CH:35]=[CH:34][C:33](=[O:36])[NH:32][C:31]1=[O:37])(=O)C.CO.O1CCOCC1. (2) Given the product [F:16][C:13]1[CH:14]=[CH:15][C:10]([C:7]2[O:8][CH:9]=[C:5]([CH:3]([OH:4])[CH2:2][NH:1][C:27](=[O:28])[CH2:26][CH2:25][CH2:24][C:21]3[N:20]=[C:19]([C:18]([F:30])([F:31])[F:17])[O:23][N:22]=3)[N:6]=2)=[CH:11][CH:12]=1, predict the reactants needed to synthesize it. The reactants are: [NH2:1][CH2:2][CH:3]([C:5]1[N:6]=[C:7]([C:10]2[CH:15]=[CH:14][C:13]([F:16])=[CH:12][CH:11]=2)[O:8][CH:9]=1)[OH:4].[F:17][C:18]([F:31])([F:30])[C:19]1[O:23][N:22]=[C:21]([CH2:24][CH2:25][CH2:26][C:27](O)=[O:28])[N:20]=1. (3) Given the product [Cl:21][C:15]1[C:10]2[CH2:9][N:8]([C:5]3[CH:4]=[CH:3][C:2]([CH3:1])=[CH:7][N:6]=3)[CH2:18][CH2:17][C:11]=2[N:12]=[CH:13][N:14]=1, predict the reactants needed to synthesize it. The reactants are: [CH3:1][C:2]1[CH:3]=[CH:4][C:5]([N:8]2[CH2:18][CH2:17][C:11]3[N:12]=[CH:13][NH:14][C:15](=O)[C:10]=3[CH2:9]2)=[N:6][CH:7]=1.P(Cl)(Cl)([Cl:21])=O.ClCCCl.CN(C)C1C=CC=CC=1.C(=O)(O)[O-].[Na+]. (4) Given the product [Br:1][C:2]1[CH:3]=[C:4]([C:8](=[N:25][OH:26])[CH2:9][N:10]([CH2:14][CH:15]=[CH2:16])[CH2:11][CH:12]=[CH2:13])[CH:5]=[CH:6][CH:7]=1, predict the reactants needed to synthesize it. The reactants are: [Br:1][C:2]1[CH:3]=[C:4]([C:8](=O)[CH2:9][N:10]([CH2:14][CH:15]=[CH2:16])[CH2:11][CH:12]=[CH2:13])[CH:5]=[CH:6][CH:7]=1.N1C=CC=CC=1.Cl.[NH2:25][OH:26]. (5) Given the product [C:1]([N:5]1[CH:9]=[C:8]([CH2:10][OH:11])[C:7]([C:12]([O:14][CH2:15][CH3:16])=[O:13])=[N:6]1)([CH3:4])([CH3:3])[CH3:2], predict the reactants needed to synthesize it. The reactants are: [C:1]([N:5]1[CH:9]=[C:8]([CH:10]=[O:11])[C:7]([C:12]([O:14][CH2:15][CH3:16])=[O:13])=[N:6]1)([CH3:4])([CH3:3])[CH3:2].[BH4-].[Na+]. (6) Given the product [O:20]1[CH2:19][CH:18]=[C:17]([C:2]2[CH:3]=[C:4]([OH:8])[CH:5]=[N:6][CH:7]=2)[CH2:22][CH2:21]1, predict the reactants needed to synthesize it. The reactants are: Br[C:2]1[CH:3]=[C:4]([OH:8])[CH:5]=[N:6][CH:7]=1.CC1(C)C(C)(C)OB([C:17]2[CH2:18][CH2:19][O:20][CH2:21][CH:22]=2)O1.C([O-])(=O)C.[K+]. (7) Given the product [Cl:35][C:32]1[CH:31]=[CH:30][C:29]([C:26]2[S:27][CH:28]=[C:24]([CH2:23][S:22][C:4]3[C:5]([C:20]#[N:21])=[C:6]([C:10]4[CH:15]=[CH:14][C:13]([O:16][CH2:17][CH2:18][OH:19])=[CH:12][CH:11]=4)[C:7]([C:8]#[N:9])=[C:2]([N:36]4[CH2:40][CH2:39][CH2:38][CH2:37]4)[N:3]=3)[N:25]=2)=[CH:34][CH:33]=1, predict the reactants needed to synthesize it. The reactants are: Cl[C:2]1[C:7]([C:8]#[N:9])=[C:6]([C:10]2[CH:15]=[CH:14][C:13]([O:16][CH2:17][CH2:18][OH:19])=[CH:12][CH:11]=2)[C:5]([C:20]#[N:21])=[C:4]([S:22][CH2:23][C:24]2[N:25]=[C:26]([C:29]3[CH:34]=[CH:33][C:32]([Cl:35])=[CH:31][CH:30]=3)[S:27][CH:28]=2)[N:3]=1.[NH:36]1[CH2:40][CH2:39][CH2:38][CH2:37]1.O.